From a dataset of Reaction yield outcomes from USPTO patents with 853,638 reactions. Predict the reaction yield, written as a fraction of the theoretical maximum amount of product (1.0 means a 100% yield; for example, 0.34 means a 34% yield). The reactants are [N:1]1([C:6]2[N:11]=[N:10][C:9]([C:12]([OH:14])=O)=[CH:8][CH:7]=2)[CH:5]=[CH:4][CH:3]=[N:2]1.[NH2:15][C@@H:16]([CH3:32])[CH2:17][N:18]1[CH:22]=[CH:21][C:20]([C:23]2[CH:30]=[CH:29][C:26]([C:27]#[N:28])=[C:25]([Cl:31])[CH:24]=2)=[N:19]1. The yield is 0.260. No catalyst specified. The product is [Cl:31][C:25]1[CH:24]=[C:23]([C:20]2[CH:21]=[CH:22][N:18]([CH2:17][C@@H:16]([NH:15][C:12]([C:9]3[N:10]=[N:11][C:6]([N:1]4[CH:5]=[CH:4][CH:3]=[N:2]4)=[CH:7][CH:8]=3)=[O:14])[CH3:32])[N:19]=2)[CH:30]=[CH:29][C:26]=1[C:27]#[N:28].